From a dataset of Full USPTO retrosynthesis dataset with 1.9M reactions from patents (1976-2016). Predict the reactants needed to synthesize the given product. (1) Given the product [CH2:1]([N:8]1[CH2:13][CH2:12][CH2:11][C:10]([C:14]2[CH:19]=[C:18]([N:20]3[CH2:24][CH2:23][C:22]([F:26])([F:25])[CH2:21]3)[N:17]=[C:16]([NH:27][C:28]3[CH:33]=[C:32]([C:34]([F:37])([F:35])[F:36])[CH:31]=[CH:30][N:29]=3)[CH:15]=2)=[CH:9]1)[C:2]1[CH:7]=[CH:6][CH:5]=[CH:4][CH:3]=1, predict the reactants needed to synthesize it. The reactants are: [CH2:1]([N+:8]1[CH:13]=[CH:12][CH:11]=[C:10]([C:14]2[CH:19]=[C:18]([N:20]3[CH2:24][CH2:23][C:22]([F:26])([F:25])[CH2:21]3)[N:17]=[C:16]([NH:27][C:28]3[CH:33]=[C:32]([C:34]([F:37])([F:36])[F:35])[CH:31]=[CH:30][N:29]=3)[CH:15]=2)[CH:9]=1)[C:2]1[CH:7]=[CH:6][CH:5]=[CH:4][CH:3]=1.CO.[BH4-].[Na+]. (2) Given the product [SH:16][C:15]1[NH:1][C:2]2[CH:3]=[C:4]3[C:8](=[CH:9][C:10]=2[N:11]=1)[NH:7][N:6]=[CH:5]3, predict the reactants needed to synthesize it. The reactants are: [NH2:1][C:2]1[CH:3]=[C:4]2[C:8](=[CH:9][C:10]=1[NH2:11])[NH:7][N:6]=[CH:5]2.C(O[C:15]([S-])=[S:16])C.[K+]. (3) Given the product [ClH:19].[F:18][C:2]([F:1])([F:17])[O:3][CH:4]1[CH2:9][CH2:8][NH:7][CH2:6][CH2:5]1, predict the reactants needed to synthesize it. The reactants are: [F:1][C:2]([F:18])([F:17])[O:3][CH:4]1[CH2:9][CH2:8][N:7](C(OC(C)(C)C)=O)[CH2:6][CH2:5]1.[ClH:19].